This data is from Full USPTO retrosynthesis dataset with 1.9M reactions from patents (1976-2016). The task is: Predict the reactants needed to synthesize the given product. (1) Given the product [C:47]([N:18]1[CH2:17][CH2:16][N:15]([CH2:14][C:13]2[N:9]3[C:10]([C:5]([NH2:4])=[N:6][CH:7]=[N:8]3)=[C:11]([C:29]3[S:30][C:31]4[C:37]([O:38][CH3:39])=[CH:36][C:35]([CH3:40])=[CH:34][C:32]=4[CH:33]=3)[C:12]=2[CH2:21][N:22]2[CH2:27][CH2:26][NH:25][C:24](=[O:28])[CH2:23]2)[CH2:20][CH2:19]1)(=[O:49])[CH3:48], predict the reactants needed to synthesize it. The reactants are: Cl.Cl.Cl.[NH2:4][C:5]1[C:10]2=[C:11]([C:29]3[S:30][C:31]4[C:37]([O:38][CH3:39])=[CH:36][C:35]([CH3:40])=[CH:34][C:32]=4[CH:33]=3)[C:12]([CH2:21][N:22]3[CH2:27][CH2:26][NH:25][C:24](=[O:28])[CH2:23]3)=[C:13]([CH2:14][N:15]3[CH2:20][CH2:19][NH:18][CH2:17][CH2:16]3)[N:9]2[N:8]=[CH:7][N:6]=1.C(=O)([O-])[O-].[Na+].[Na+].[C:47](Cl)(=[O:49])[CH3:48]. (2) Given the product [CH3:13][C:9]1[CH:8]=[C:7]([NH:6][C:4](=[O:5])[C:3]2[CH:14]=[CH:15][CH:16]=[CH:17][C:2]=2[CH3:1])[CH:12]=[CH:11][C:10]=1[C:22]([OH:26])=[O:28], predict the reactants needed to synthesize it. The reactants are: [CH3:1][C:2]1[CH:17]=[CH:16][CH:15]=[CH:14][C:3]=1[C:4]([NH:6][C:7]1[CH:8]=[C:9]([CH3:13])[CH:10]=[CH:11][CH:12]=1)=[O:5].[Cl-].[Al+3].[Cl-].[Cl-].[C:22](Cl)(=[O:26])C(Cl)=O.[OH-:28].[Na+].